From a dataset of NCI-60 drug combinations with 297,098 pairs across 59 cell lines. Regression. Given two drug SMILES strings and cell line genomic features, predict the synergy score measuring deviation from expected non-interaction effect. (1) Synergy scores: CSS=31.2, Synergy_ZIP=-0.780, Synergy_Bliss=-5.09, Synergy_Loewe=-21.8, Synergy_HSA=-6.14. Drug 1: CCCS(=O)(=O)NC1=C(C(=C(C=C1)F)C(=O)C2=CNC3=C2C=C(C=N3)C4=CC=C(C=C4)Cl)F. Drug 2: C1=NC2=C(N1)C(=S)N=C(N2)N. Cell line: HCT116. (2) Drug 1: C1=C(C(=O)NC(=O)N1)N(CCCl)CCCl. Drug 2: CCN(CC)CCNC(=O)C1=C(NC(=C1C)C=C2C3=C(C=CC(=C3)F)NC2=O)C. Cell line: HCT-15. Synergy scores: CSS=29.5, Synergy_ZIP=0.994, Synergy_Bliss=0.967, Synergy_Loewe=0.104, Synergy_HSA=0.846. (3) Drug 1: CC1=C2C(C(=O)C3(C(CC4C(C3C(C(C2(C)C)(CC1OC(=O)C(C(C5=CC=CC=C5)NC(=O)OC(C)(C)C)O)O)OC(=O)C6=CC=CC=C6)(CO4)OC(=O)C)OC)C)OC. Drug 2: CC1=CC2C(CCC3(C2CCC3(C(=O)C)OC(=O)C)C)C4(C1=CC(=O)CC4)C. Cell line: UACC-257. Synergy scores: CSS=24.5, Synergy_ZIP=5.10, Synergy_Bliss=5.55, Synergy_Loewe=-12.0, Synergy_HSA=3.38. (4) Drug 1: CCC1(CC2CC(C3=C(CCN(C2)C1)C4=CC=CC=C4N3)(C5=C(C=C6C(=C5)C78CCN9C7C(C=CC9)(C(C(C8N6C=O)(C(=O)OC)O)OC(=O)C)CC)OC)C(=O)OC)O.OS(=O)(=O)O. Drug 2: CCCCC(=O)OCC(=O)C1(CC(C2=C(C1)C(=C3C(=C2O)C(=O)C4=C(C3=O)C=CC=C4OC)O)OC5CC(C(C(O5)C)O)NC(=O)C(F)(F)F)O. Cell line: SF-268. Synergy scores: CSS=55.4, Synergy_ZIP=-5.12, Synergy_Bliss=-3.35, Synergy_Loewe=-12.6, Synergy_HSA=-0.600.